This data is from Forward reaction prediction with 1.9M reactions from USPTO patents (1976-2016). The task is: Predict the product of the given reaction. (1) Given the reactants [N:1]1[CH:6]=[CH:5][CH:4]=[C:3]([NH2:7])[C:2]=1[NH2:8].Cl.C(O[C:13](=N)[CH2:14][CH:15]1[CH2:20][CH2:19][N:18]([C:21]([O:23][CH2:24][CH3:25])=[O:22])[CH2:17][CH2:16]1)C, predict the reaction product. The product is: [NH:7]1[C:3]2[C:2](=[N:1][CH:6]=[CH:5][CH:4]=2)[N:8]=[C:13]1[CH2:14][CH:15]1[CH2:16][CH2:17][N:18]([C:21]([O:23][CH2:24][CH3:25])=[O:22])[CH2:19][CH2:20]1. (2) The product is: [Cl:40][C:39]1[CH:38]=[CH:37][C:21]([C:22]([N:24]2[CH2:25][CH2:26][N:27]([C:30]([O:32][C:33]([CH3:35])([CH3:34])[CH3:36])=[O:31])[CH2:28][CH2:29]2)=[O:23])=[CH:20][C:19]=1[N:17]([CH3:18])[C:15]([C:13]1[S:12][C:11]2[C:5]3[CH:4]=[CH:3][C:2]([C:64](=[O:63])[NH:85][CH3:84])=[CH:41][C:6]=3[O:7][CH2:8][CH2:9][C:10]=2[CH:14]=1)=[O:16]. Given the reactants Br[C:2]1[CH:3]=[CH:4][C:5]2[C:11]3[S:12][C:13]([C:15]([N:17]([C:19]4[CH:20]=[C:21]([CH:37]=[CH:38][C:39]=4[Cl:40])[C:22]([N:24]4[CH2:29][CH2:28][N:27]([C:30]([O:32][C:33]([CH3:36])([CH3:35])[CH3:34])=[O:31])[CH2:26][CH2:25]4)=[O:23])[CH3:18])=[O:16])=[CH:14][C:10]=3[CH2:9][CH2:8][O:7][C:6]=2[CH:41]=1.CC1(C)C2[C:64](=C(P(C3C=CC=CC=3)C3C=CC=CC=3)C=CC=2)[O:63]C2C(P(C3C=CC=CC=3)C3C=CC=CC=3)=CC=CC1=2.[CH3:84][NH2:85].Cl.C([O-])([O-])=O.[Na+].[Na+], predict the reaction product. (3) Given the reactants C(N[C:5]1[CH:10]=[CH:9][C:8](S(N=[N+]=[N-])(=O)=O)=[CH:7][CH:6]=1)(=O)C.[C:17](=[O:20])([O-])[O-:18].[K+].[K+].[CH3:23]OP(CC(=O)C)(=O)OC.[CH3:33][C:34]1[C:35]([C:43](C)(C)C=O)=[C:36](C=CC=1)C([O-])=O, predict the reaction product. The product is: [CH3:36][C:35]([C:10]1[CH:9]=[C:8]([CH:7]=[CH:6][CH:5]=1)[C:17]([O:18][CH3:23])=[O:20])([CH3:43])[C:34]#[CH:33]. (4) Given the reactants Br[C:2]1[CH:7]=[CH:6][C:5]([Br:8])=[CH:4][C:3]=1[N+:9]([O-:11])=[O:10].[CH3:12][O:13][C:14]1[CH:30]=[CH:29][C:17]([CH2:18][O:19][C:20]2[CH:21]=[CH:22][C:23]([CH3:28])=[C:24]([CH:27]=2)[CH:25]=[O:26])=[CH:16][CH:15]=1, predict the reaction product. The product is: [Br:8][C:5]1[CH:6]=[CH:7][C:2]([CH:25]([C:24]2[CH:27]=[C:20]([O:19][CH2:18][C:17]3[CH:16]=[CH:15][C:14]([O:13][CH3:12])=[CH:30][CH:29]=3)[CH:21]=[CH:22][C:23]=2[CH3:28])[OH:26])=[C:3]([N+:9]([O-:11])=[O:10])[CH:4]=1. (5) Given the reactants [F:1][CH:2]([F:31])[C:3]1[CH:12]=[C:11]2[C:6]([CH2:7][CH2:8][CH2:9][N:10]2[C:13]2[C:17]3[CH2:18][N:19]([C:22](=[O:24])[CH3:23])[CH2:20][CH2:21][C:16]=3[NH:15][N:14]=2)=[CH:5][C:4]=1[C:25]1[CH:26]=[N:27][N:28]([CH3:30])[CH:29]=1.C([O-])([O-])=O.[Cs+].[Cs+].CS(O[CH:43]1[CH2:48][CH2:47][C:46]([F:50])([F:49])[CH2:45][CH2:44]1)(=O)=O, predict the reaction product. The product is: [F:49][C:46]1([F:50])[CH2:47][CH2:48][CH:43]([N:15]2[C:16]3[CH2:21][CH2:20][N:19]([C:22](=[O:24])[CH3:23])[CH2:18][C:17]=3[C:13]([N:10]3[C:11]4[C:6](=[CH:5][C:4]([C:25]5[CH:26]=[N:27][N:28]([CH3:30])[CH:29]=5)=[C:3]([CH:2]([F:1])[F:31])[CH:12]=4)[CH2:7][CH2:8][CH2:9]3)=[N:14]2)[CH2:44][CH2:45]1. (6) Given the reactants [NH:1]1[C:9]2[C:4](=[CH:5][CH:6]=[CH:7][CH:8]=2)[CH2:3][CH:2]1[C:10]1[N:11]([CH3:30])[C:12](=[O:29])[C:13]([O:20][C:21](=[O:28])[C:22]2[CH:27]=[CH:26][CH:25]=[CH:24][CH:23]=2)=[C:14]([C:16]([O:18][CH3:19])=[O:17])[N:15]=1.N1C=CC=CC=1.[C:37]1([C:43](Cl)=[O:44])[CH:42]=[CH:41][CH:40]=[CH:39][CH:38]=1, predict the reaction product. The product is: [C:43]([N:1]1[C:9]2[C:4](=[CH:5][CH:6]=[CH:7][CH:8]=2)[CH2:3][CH:2]1[C:10]1[N:11]([CH3:30])[C:12](=[O:29])[C:13]([O:20][C:21](=[O:28])[C:22]2[CH:23]=[CH:24][CH:25]=[CH:26][CH:27]=2)=[C:14]([C:16]([O:18][CH3:19])=[O:17])[N:15]=1)(=[O:44])[C:37]1[CH:42]=[CH:41][CH:40]=[CH:39][CH:38]=1. (7) Given the reactants [Cl-].[CH2:2]([P+:6]([CH2:12][CH2:13][CH2:14][CH3:15])([CH2:8][CH2:9][CH2:10][CH3:11])[CH3:7])[CH2:3][CH2:4][CH3:5].[S:16]([O:22]CC)([O:19][CH2:20][CH3:21])(=[O:18])=[O:17], predict the reaction product. The product is: [CH2:20]([O:19][S:16]([O-:22])(=[O:18])=[O:17])[CH3:21].[CH2:12]([P+:6]([CH2:2][CH2:3][CH2:4][CH3:5])([CH2:8][CH2:9][CH2:10][CH3:11])[CH3:7])[CH2:13][CH2:14][CH3:15].